From a dataset of NCI-60 drug combinations with 297,098 pairs across 59 cell lines. Regression. Given two drug SMILES strings and cell line genomic features, predict the synergy score measuring deviation from expected non-interaction effect. (1) Drug 1: CC1=C2C(C(=O)C3(C(CC4C(C3C(C(C2(C)C)(CC1OC(=O)C(C(C5=CC=CC=C5)NC(=O)C6=CC=CC=C6)O)O)OC(=O)C7=CC=CC=C7)(CO4)OC(=O)C)O)C)OC(=O)C. Drug 2: B(C(CC(C)C)NC(=O)C(CC1=CC=CC=C1)NC(=O)C2=NC=CN=C2)(O)O. Cell line: ACHN. Synergy scores: CSS=65.8, Synergy_ZIP=0.755, Synergy_Bliss=3.43, Synergy_Loewe=-15.3, Synergy_HSA=3.22. (2) Drug 1: CC1C(C(=O)NC(C(=O)N2CCCC2C(=O)N(CC(=O)N(C(C(=O)O1)C(C)C)C)C)C(C)C)NC(=O)C3=C4C(=C(C=C3)C)OC5=C(C(=O)C(=C(C5=N4)C(=O)NC6C(OC(=O)C(N(C(=O)CN(C(=O)C7CCCN7C(=O)C(NC6=O)C(C)C)C)C)C(C)C)C)N)C. Drug 2: CC1C(C(CC(O1)OC2CC(CC3=C2C(=C4C(=C3O)C(=O)C5=C(C4=O)C(=CC=C5)OC)O)(C(=O)CO)O)N)O.Cl. Cell line: MALME-3M. Synergy scores: CSS=55.5, Synergy_ZIP=4.23, Synergy_Bliss=6.56, Synergy_Loewe=8.45, Synergy_HSA=8.87. (3) Drug 1: CC1=C(C(CCC1)(C)C)C=CC(=CC=CC(=CC(=O)O)C)C. Drug 2: CC1CCCC2(C(O2)CC(NC(=O)CC(C(C(=O)C(C1O)C)(C)C)O)C(=CC3=CSC(=N3)C)C)C. Cell line: SK-OV-3. Synergy scores: CSS=45.6, Synergy_ZIP=4.54, Synergy_Bliss=4.85, Synergy_Loewe=-29.4, Synergy_HSA=3.07. (4) Drug 1: C1CN1C2=NC(=NC(=N2)N3CC3)N4CC4. Drug 2: C1=NC2=C(N1)C(=S)N=CN2. Cell line: U251. Synergy scores: CSS=43.9, Synergy_ZIP=-7.72, Synergy_Bliss=-7.43, Synergy_Loewe=-5.51, Synergy_HSA=-2.30. (5) Drug 1: C1=CC(=C2C(=C1NCCNCCO)C(=O)C3=C(C=CC(=C3C2=O)O)O)NCCNCCO. Drug 2: CC12CCC3C(C1CCC2O)C(CC4=C3C=CC(=C4)O)CCCCCCCCCS(=O)CCCC(C(F)(F)F)(F)F. Cell line: SK-OV-3. Synergy scores: CSS=42.2, Synergy_ZIP=-5.80, Synergy_Bliss=-9.27, Synergy_Loewe=-21.6, Synergy_HSA=-8.17. (6) Synergy scores: CSS=15.4, Synergy_ZIP=-0.892, Synergy_Bliss=-2.14, Synergy_Loewe=-13.7, Synergy_HSA=-3.13. Drug 2: CS(=O)(=O)CCNCC1=CC=C(O1)C2=CC3=C(C=C2)N=CN=C3NC4=CC(=C(C=C4)OCC5=CC(=CC=C5)F)Cl. Cell line: NCIH23. Drug 1: CC(C1=C(C=CC(=C1Cl)F)Cl)OC2=C(N=CC(=C2)C3=CN(N=C3)C4CCNCC4)N. (7) Drug 1: C(CN)CNCCSP(=O)(O)O. Drug 2: CC1C(C(CC(O1)OC2CC(CC3=C2C(=C4C(=C3O)C(=O)C5=C(C4=O)C(=CC=C5)OC)O)(C(=O)CO)O)N)O.Cl. Cell line: KM12. Synergy scores: CSS=40.5, Synergy_ZIP=6.82, Synergy_Bliss=7.15, Synergy_Loewe=-35.1, Synergy_HSA=4.82. (8) Drug 1: CC(C)(C#N)C1=CC(=CC(=C1)CN2C=NC=N2)C(C)(C)C#N. Drug 2: C1C(C(OC1N2C=NC(=NC2=O)N)CO)O. Cell line: SW-620. Synergy scores: CSS=14.8, Synergy_ZIP=-5.97, Synergy_Bliss=0.971, Synergy_Loewe=0.772, Synergy_HSA=2.93. (9) Drug 1: C1C(C(OC1N2C=C(C(=O)NC2=O)F)CO)O. Drug 2: C(CCl)NC(=O)N(CCCl)N=O. Cell line: NCI-H460. Synergy scores: CSS=58.5, Synergy_ZIP=2.57, Synergy_Bliss=5.11, Synergy_Loewe=-12.7, Synergy_HSA=5.67.